The task is: Predict which catalyst facilitates the given reaction.. This data is from Catalyst prediction with 721,799 reactions and 888 catalyst types from USPTO. (1) The catalyst class is: 2. Reactant: [F:1][C:2]([F:8])([F:7])[CH2:3][CH2:4][CH2:5][OH:6].[CH3:9][S:10](Cl)(=[O:12])=[O:11]. Product: [CH3:9][S:10]([O:6][CH2:5][CH2:4][CH2:3][C:2]([F:8])([F:7])[F:1])(=[O:12])=[O:11]. (2) Reactant: [F:1][C:2]([F:7])([F:6])[C:3]([OH:5])=[O:4].C(OC(=O)[NH:14][C@@H:15]1[CH2:19][CH2:18][C@@H:17]([C:20]#[N:21])[CH2:16]1)(C)(C)C. Product: [F:1][C:2]([F:7])([F:6])[C:3]([OH:5])=[O:4].[NH2:14][C@@H:15]1[CH2:19][CH2:18][C@@H:17]([C:20]#[N:21])[CH2:16]1. The catalyst class is: 4. (3) Reactant: Br[CH2:2][CH2:3][CH2:4][CH2:5][N:6]1[C:14]2[C:9](=[CH:10][CH:11]=[CH:12][CH:13]=2)[CH:8]=[CH:7]1.[O:15]1[CH2:19][C:18](=[O:20])[NH:17][C:16]1=[O:21].CN(C)C(N(C)C)=N. Product: [N:6]1([CH2:5][CH2:4][CH2:3][CH2:2][N:17]2[C:18](=[O:20])[CH2:19][O:15][C:16]2=[O:21])[C:14]2[C:9](=[CH:10][CH:11]=[CH:12][CH:13]=2)[CH:8]=[CH:7]1. The catalyst class is: 7. (4) Reactant: [H-].[Na+].[O:3]=[C:4]1[C:10]2[CH:11]=[CH:12][C:13]([C:15]([O:17][CH3:18])=[O:16])=[CH:14][C:9]=2[O:8][CH2:7][CH2:6][NH:5]1.Br[CH2:20][C:21]1[CH:26]=[CH:25][C:24]([O:27][CH3:28])=[CH:23][CH:22]=1. Product: [CH3:28][O:27][C:24]1[CH:25]=[CH:26][C:21]([CH2:20][N:5]2[C:4](=[O:3])[C:10]3[CH:11]=[CH:12][C:13]([C:15]([O:17][CH3:18])=[O:16])=[CH:14][C:9]=3[O:8][CH2:7][CH2:6]2)=[CH:22][CH:23]=1. The catalyst class is: 3. (5) Reactant: [H-].[Na+].C(OP([CH2:11][C:12]([O:14][CH2:15][CH3:16])=[O:13])(OCC)=O)C.[N:17]1[S:18][CH:19]=[C:20]2[C:25]([CH:26]=O)=[CH:24][CH:23]=[CH:22][C:21]=12.O. Product: [N:17]1[S:18][CH:19]=[C:20]2[C:25](/[CH:26]=[CH:11]/[C:12]([O:14][CH2:15][CH3:16])=[O:13])=[CH:24][CH:23]=[CH:22][C:21]=12. The catalyst class is: 7.